From a dataset of Peptide-MHC class II binding affinity with 134,281 pairs from IEDB. Regression. Given a peptide amino acid sequence and an MHC pseudo amino acid sequence, predict their binding affinity value. This is MHC class II binding data. (1) The peptide sequence is GCLQIVDKIDAAFKI. The MHC is DRB1_1201 with pseudo-sequence DRB1_1201. The binding affinity (normalized) is 0.752. (2) The peptide sequence is KKDLISYGGGWRLSA. The MHC is DRB1_0401 with pseudo-sequence DRB1_0401. The binding affinity (normalized) is 0.180. (3) The peptide sequence is NLSNVLATITTGVLDI. The MHC is DRB1_1101 with pseudo-sequence DRB1_1101. The binding affinity (normalized) is 0. (4) The peptide sequence is AEEVKVIPAGELQVI. The MHC is DRB1_1001 with pseudo-sequence DRB1_1001. The binding affinity (normalized) is 0.431. (5) The peptide sequence is AFKVAATAANATPAN. The MHC is DRB1_0901 with pseudo-sequence DRB1_0901. The binding affinity (normalized) is 0.725. (6) The peptide sequence is RDGQLTIKAERTEQK. The MHC is HLA-DPA10103-DPB10201 with pseudo-sequence HLA-DPA10103-DPB10201. The binding affinity (normalized) is 0.0981. (7) The peptide sequence is LVEALYLVCGERGFFYTPKT. The MHC is DRB1_0406 with pseudo-sequence DRB1_0403. The binding affinity (normalized) is 0.114.